Dataset: Reaction yield outcomes from USPTO patents with 853,638 reactions. Task: Predict the reaction yield, written as a fraction of the theoretical maximum amount of product (1.0 means a 100% yield; for example, 0.34 means a 34% yield). (1) The reactants are [CH2:1]([C:5]1[CH:10]=[CH:9][C:8]([C:11]#[C:12][C:13]2[CH:20]=[CH:19][C:16]([CH:17]=O)=[CH:15][CH:14]=2)=[CH:7][CH:6]=1)[CH2:2][CH2:3][CH3:4].[NH2:21][C:22]1[CH:34]=[CH:33][C:25]2[O:26][C:27]([CH3:32])([CH3:31])[O:28][C:29](=[O:30])[C:24]=2[CH:23]=1.[BH4-].[Na+].[Na+].[Cl-]. The catalyst is C1(C)C=CC=CC=1.CO.C1COCC1.O. The product is [CH2:1]([C:5]1[CH:10]=[CH:9][C:8]([C:11]#[C:12][C:13]2[CH:20]=[CH:19][C:16]([CH2:17][NH:21][C:22]3[CH:34]=[CH:33][C:25]4[O:26][C:27]([CH3:31])([CH3:32])[O:28][C:29](=[O:30])[C:24]=4[CH:23]=3)=[CH:15][CH:14]=2)=[CH:7][CH:6]=1)[CH2:2][CH2:3][CH3:4]. The yield is 0.750. (2) The reactants are [C:1]([C:3]1[C:21]([N+:22]([O-])=O)=[CH:20][CH:19]=[CH:18][C:4]=1[O:5][CH2:6][CH:7]1[CH2:12][CH2:11][CH2:10][CH2:9][N:8]1[C:13]([NH:15][CH2:16][CH3:17])=[O:14])#[N:2].C1CCCCC=1. The catalyst is CCO.[Pd]. The product is [NH2:22][C:21]1[C:3]([C:1]#[N:2])=[C:4]([CH:18]=[CH:19][CH:20]=1)[O:5][CH2:6][CH:7]1[CH2:12][CH2:11][CH2:10][CH2:9][N:8]1[C:13]([NH:15][CH2:16][CH3:17])=[O:14]. The yield is 0.920. (3) The reactants are [CH:1]1[C:11]2[CH:10]=[CH:9][C:8]3[CH:12]=[CH:13][CH:14]=[CH:15][C:7]=3[NH:6][C:5]=2[CH:4]=[CH:3][CH:2]=1.S([O-])([O-])(=O)=O.[CH2:21]([N+:25](CCCC)(CCCC)CCCC)[CH2:22]CC.C([N+](CCCC)(CCCC)CCCC)CCC.BrCC#N.[OH-].[Na+]. The catalyst is C(Cl)Cl.O. The product is [CH:1]1[C:11]2[CH:10]=[CH:9][C:8]3[CH:12]=[CH:13][CH:14]=[CH:15][C:7]=3[N:6]([CH2:22][C:21]#[N:25])[C:5]=2[CH:4]=[CH:3][CH:2]=1. The yield is 0.500. (4) The reactants are [Br:1][C:2]1[CH:3]=[C:4]([CH2:9][C@H:10]([NH:30][C:31](=[O:37])[O:32][C:33]([CH3:36])([CH3:35])[CH3:34])[C:11]2[N:12]([CH2:22][O:23][CH2:24][CH2:25][Si:26]([CH3:29])([CH3:28])[CH3:27])[C:13]([C:16]3[CH:21]=[CH:20][CH:19]=[CH:18][CH:17]=3)=[CH:14][N:15]=2)[CH:5]=[CH:6][C:7]=1I.[C:38]([N:42]1[C:46](=[O:47])[CH:45]=[CH:44][S:43]1(=[O:49])=[O:48])([CH3:41])([CH3:40])[CH3:39].C(N(CC)CC)C.CN(C)C=O. The catalyst is CCCC[N+](CCCC)(CCCC)CCCC.[Cl-].O.C([O-])(=O)C.[Pd+2].C([O-])(=O)C. The product is [Br:1][C:2]1[CH:3]=[C:4]([CH2:9][C@H:10]([NH:30][C:31](=[O:37])[O:32][C:33]([CH3:36])([CH3:35])[CH3:34])[C:11]2[N:12]([CH2:22][O:23][CH2:24][CH2:25][Si:26]([CH3:29])([CH3:28])[CH3:27])[C:13]([C:16]3[CH:21]=[CH:20][CH:19]=[CH:18][CH:17]=3)=[CH:14][N:15]=2)[CH:5]=[CH:6][C:7]=1[C:44]1[S:43](=[O:48])(=[O:49])[N:42]([C:38]([CH3:40])([CH3:39])[CH3:41])[C:46](=[O:47])[CH:45]=1. The yield is 0.240. (5) The reactants are [NH2:1][C:2]1[C:3]([N:26]2[CH2:31][CH2:30][O:29][CH2:28][CH2:27]2)=[N:4][C:5]([N:14]2[CH2:19][CH2:18][N:17]([C:20]3[CH:25]=[CH:24][CH:23]=[CH:22][CH:21]=3)[CH2:16][CH2:15]2)=[N:6][C:7]=1[N:8]1[CH2:13][CH2:12][O:11][CH2:10][CH2:9]1.[C:32](OC(=O)C)(=[O:34])[CH3:33]. The catalyst is N1C=CC=CC=1. The product is [C:32]([NH:1][C:2]1[C:7]([N:8]2[CH2:9][CH2:10][O:11][CH2:12][CH2:13]2)=[N:6][C:5]([N:14]2[CH2:19][CH2:18][N:17]([C:20]3[CH:25]=[CH:24][CH:23]=[CH:22][CH:21]=3)[CH2:16][CH2:15]2)=[N:4][C:3]=1[N:26]1[CH2:27][CH2:28][O:29][CH2:30][CH2:31]1)(=[O:34])[CH3:33]. The yield is 0.430.